This data is from Peptide-MHC class I binding affinity with 185,985 pairs from IEDB/IMGT. The task is: Regression. Given a peptide amino acid sequence and an MHC pseudo amino acid sequence, predict their binding affinity value. This is MHC class I binding data. (1) The peptide sequence is AYIDNYNKV. The MHC is Mamu-A2601 with pseudo-sequence Mamu-A2601. The binding affinity (normalized) is 0. (2) The peptide sequence is APYISSEATTPV. The MHC is Patr-A0901 with pseudo-sequence Patr-A0901. The binding affinity (normalized) is 0.302. (3) The peptide sequence is YQSGLSIVM. The MHC is HLA-A23:01 with pseudo-sequence HLA-A23:01. The binding affinity (normalized) is 0.285. (4) The binding affinity (normalized) is 0.483. The peptide sequence is GDTPINIFGR. The MHC is Mamu-B8301 with pseudo-sequence Mamu-B8301. (5) The peptide sequence is NHINVELSN. The MHC is HLA-B38:01 with pseudo-sequence HLA-B38:01. The binding affinity (normalized) is 0.210.